Regression. Given two drug SMILES strings and cell line genomic features, predict the synergy score measuring deviation from expected non-interaction effect. From a dataset of NCI-60 drug combinations with 297,098 pairs across 59 cell lines. (1) Drug 1: CC1=C2C(C(=O)C3(C(CC4C(C3C(C(C2(C)C)(CC1OC(=O)C(C(C5=CC=CC=C5)NC(=O)C6=CC=CC=C6)O)O)OC(=O)C7=CC=CC=C7)(CO4)OC(=O)C)O)C)OC(=O)C. Drug 2: CC1C(C(CC(O1)OC2CC(CC3=C2C(=C4C(=C3O)C(=O)C5=CC=CC=C5C4=O)O)(C(=O)C)O)N)O. Cell line: SNB-19. Synergy scores: CSS=36.4, Synergy_ZIP=-6.55, Synergy_Bliss=-7.28, Synergy_Loewe=-1.93, Synergy_HSA=-0.447. (2) Drug 1: CCCS(=O)(=O)NC1=C(C(=C(C=C1)F)C(=O)C2=CNC3=C2C=C(C=N3)C4=CC=C(C=C4)Cl)F. Drug 2: CC1=C(C(=CC=C1)Cl)NC(=O)C2=CN=C(S2)NC3=CC(=NC(=N3)C)N4CCN(CC4)CCO. Cell line: RPMI-8226. Synergy scores: CSS=-0.988, Synergy_ZIP=0.100, Synergy_Bliss=-5.20, Synergy_Loewe=-11.1, Synergy_HSA=-9.13. (3) Drug 1: C1=C(C(=O)NC(=O)N1)N(CCCl)CCCl. Drug 2: CN1C2=C(C=C(C=C2)N(CCCl)CCCl)N=C1CCCC(=O)O.Cl. Cell line: DU-145. Synergy scores: CSS=14.0, Synergy_ZIP=2.84, Synergy_Bliss=0.722, Synergy_Loewe=-9.58, Synergy_HSA=-1.92. (4) Drug 1: C1=NC2=C(N=C(N=C2N1C3C(C(C(O3)CO)O)F)Cl)N. Drug 2: C1=CC=C(C=C1)NC(=O)CCCCCCC(=O)NO. Cell line: 786-0. Synergy scores: CSS=3.44, Synergy_ZIP=-1.41, Synergy_Bliss=0.303, Synergy_Loewe=-3.23, Synergy_HSA=-2.81. (5) Drug 1: C1=NC2=C(N=C(N=C2N1C3C(C(C(O3)CO)O)F)Cl)N. Drug 2: C1C(C(OC1N2C=NC(=NC2=O)N)CO)O. Cell line: HT29. Synergy scores: CSS=-2.06, Synergy_ZIP=1.49, Synergy_Bliss=-3.18, Synergy_Loewe=-6.21, Synergy_HSA=-5.88. (6) Drug 1: CS(=O)(=O)C1=CC(=C(C=C1)C(=O)NC2=CC(=C(C=C2)Cl)C3=CC=CC=N3)Cl. Drug 2: CC1CCC2CC(C(=CC=CC=CC(CC(C(=O)C(C(C(=CC(C(=O)CC(OC(=O)C3CCCCN3C(=O)C(=O)C1(O2)O)C(C)CC4CCC(C(C4)OC)OCCO)C)C)O)OC)C)C)C)OC. Cell line: NCI/ADR-RES. Synergy scores: CSS=16.8, Synergy_ZIP=-2.61, Synergy_Bliss=1.24, Synergy_Loewe=-3.08, Synergy_HSA=2.65. (7) Drug 1: C1=CC=C(C=C1)NC(=O)CCCCCCC(=O)NO. Drug 2: CN(CCCl)CCCl.Cl. Cell line: ACHN. Synergy scores: CSS=26.3, Synergy_ZIP=-2.22, Synergy_Bliss=-0.555, Synergy_Loewe=-6.47, Synergy_HSA=0.965. (8) Drug 2: CCC1=CC2CC(C3=C(CN(C2)C1)C4=CC=CC=C4N3)(C5=C(C=C6C(=C5)C78CCN9C7C(C=CC9)(C(C(C8N6C)(C(=O)OC)O)OC(=O)C)CC)OC)C(=O)OC.C(C(C(=O)O)O)(C(=O)O)O. Cell line: U251. Drug 1: CN1CCC(CC1)COC2=C(C=C3C(=C2)N=CN=C3NC4=C(C=C(C=C4)Br)F)OC. Synergy scores: CSS=40.8, Synergy_ZIP=-0.751, Synergy_Bliss=0.404, Synergy_Loewe=-4.19, Synergy_HSA=1.92. (9) Drug 1: CC1=C2C(C(=O)C3(C(CC4C(C3C(C(C2(C)C)(CC1OC(=O)C(C(C5=CC=CC=C5)NC(=O)OC(C)(C)C)O)O)OC(=O)C6=CC=CC=C6)(CO4)OC(=O)C)OC)C)OC. Drug 2: COC1=CC(=CC(=C1O)OC)C2C3C(COC3=O)C(C4=CC5=C(C=C24)OCO5)OC6C(C(C7C(O6)COC(O7)C8=CC=CS8)O)O. Cell line: HL-60(TB). Synergy scores: CSS=84.3, Synergy_ZIP=5.50, Synergy_Bliss=3.20, Synergy_Loewe=1.81, Synergy_HSA=6.32.